The task is: Predict the reactants needed to synthesize the given product.. This data is from Retrosynthesis with 50K atom-mapped reactions and 10 reaction types from USPTO. (1) The reactants are: N#Cc1ccccc1[Zn+].O=C(Cl)c1ccc(F)c(Br)c1. Given the product N#Cc1ccccc1C(=O)c1ccc(F)c(Br)c1, predict the reactants needed to synthesize it. (2) Given the product CNc1ccc(C(=O)OC)cc1NC(=O)CCNC(=O)OC(C)(C)C, predict the reactants needed to synthesize it. The reactants are: CC(C)(C)OC(=O)NCCC(=O)O.CNc1ccc(C(=O)OC)cc1N. (3) Given the product CCC(O)[C@@H]1C[C@H](N(C)C(C)C)CC[C@@H]1N1CC[C@H](N)C1=O, predict the reactants needed to synthesize it. The reactants are: CCC(O)[C@@H]1C[C@H](N(C)C(C)C)CC[C@@H]1N1CC[C@H](NC(=O)OCc2ccccc2)C1=O. (4) The reactants are: COc1cc2ncc(C#N)c(Cl)c2cc1OC.Nc1c(Cl)cc(I)c2c1OCO2. Given the product COc1cc2ncc(C#N)c(Nc3c(Cl)cc(I)c4c3OCO4)c2cc1OC, predict the reactants needed to synthesize it. (5) Given the product CCOC(=O)CCCc1cc(C(=O)c2ccc(OC(C)=O)cc2)c2ccccn12, predict the reactants needed to synthesize it. The reactants are: CC(=O)Oc1ccc(C(=O)Cl)cc1.CCOC(=O)CCCc1ccc2ccccn12.